From a dataset of Full USPTO retrosynthesis dataset with 1.9M reactions from patents (1976-2016). Predict the reactants needed to synthesize the given product. (1) Given the product [NH2:24][C:4]1[CH:3]=[C:2]([CH3:1])[C:7]([C:8]([F:10])([F:11])[F:9])=[CH:6][C:5]=1[NH:12][CH2:13][CH2:14][CH2:15][CH2:16][CH2:17][CH2:18][C:19]([O:21][CH2:22][CH3:23])=[O:20], predict the reactants needed to synthesize it. The reactants are: [CH3:1][C:2]1[C:7]([C:8]([F:11])([F:10])[F:9])=[CH:6][C:5]([NH:12][CH2:13][CH2:14][CH2:15][CH2:16][CH2:17][CH2:18][C:19]([O:21][CH2:22][CH3:23])=[O:20])=[C:4]([N+:24]([O-])=O)[CH:3]=1. (2) Given the product [C:5]([O:9][C:10](=[O:11])[N:12]([CH2:16][C:17]1[CH:18]=[C:19]([CH2:24][CH2:25][N:1]=[N+:2]=[N-:3])[CH:20]=[CH:21][C:22]=1[Cl:23])[CH:13]1[CH2:15][CH2:14]1)([CH3:7])([CH3:6])[CH3:8], predict the reactants needed to synthesize it. The reactants are: [N-:1]=[N+:2]=[N-:3].[Na+].[C:5]([O:9][C:10]([N:12]([CH2:16][C:17]1[CH:18]=[C:19]([CH2:24][CH2:25]OS(C2C=CC(C)=CC=2)(=O)=O)[CH:20]=[CH:21][C:22]=1[Cl:23])[CH:13]1[CH2:15][CH2:14]1)=[O:11])([CH3:8])([CH3:7])[CH3:6]. (3) Given the product [NH:70]1[CH2:73][CH:72]([C:74]([N:19]2[CH2:18][CH2:17][CH:16]([C:12]3[CH:11]=[C:10]([F:22])[C:9]([NH:8][C:5]4[N:4]=[C:3]([NH:23][C:24]5[CH:28]=[C:27]([CH3:29])[NH:26][N:25]=5)[C:2]([Cl:1])=[CH:7][N:6]=4)=[CH:14][C:13]=3[CH3:15])[CH2:21][CH2:20]2)=[O:75])[CH2:71]1, predict the reactants needed to synthesize it. The reactants are: [Cl:1][C:2]1[C:3]([NH:23][C:24]2[CH:28]=[C:27]([CH3:29])[NH:26][N:25]=2)=[N:4][C:5]([NH:8][C:9]2[CH:14]=[C:13]([CH3:15])[C:12]([CH:16]3[CH2:21][CH2:20][NH:19][CH2:18][CH2:17]3)=[CH:11][C:10]=2[F:22])=[N:6][CH:7]=1.C(N(C(C)C)CC)(C)C.CN(C(ON1N=NC2C=CC=NC1=2)=[N+](C)C)C.F[P-](F)(F)(F)(F)F.C(OC([N:70]1[CH2:73][CH:72]([C:74](O)=[O:75])[CH2:71]1)=O)(C)(C)C. (4) Given the product [CH:26]1([CH2:29][C:30]([NH:24][NH:25][C:2]2[C:7]([C:8]([F:11])([F:10])[F:9])=[C:6]([N:12]3[CH2:17][CH2:16][CH:15]([C:18]4[CH:23]=[CH:22][CH:21]=[CH:20][CH:19]=4)[CH2:14][CH2:13]3)[N:5]=[CH:4][N:3]=2)=[O:31])[CH2:28][CH2:27]1, predict the reactants needed to synthesize it. The reactants are: Cl[C:2]1[C:7]([C:8]([F:11])([F:10])[F:9])=[C:6]([N:12]2[CH2:17][CH2:16][CH:15]([C:18]3[CH:23]=[CH:22][CH:21]=[CH:20][CH:19]=3)[CH2:14][CH2:13]2)[N:5]=[CH:4][N:3]=1.[NH2:24][NH2:25].[CH:26]1([CH2:29][C:30](Cl)=[O:31])[CH2:28][CH2:27]1. (5) Given the product [OH:1][CH2:2][C:3]([CH3:8])([CH3:7])[C:4]([NH:18][CH2:17][C:13]1[CH:14]=[CH:15][CH:16]=[C:11]([O:10][CH3:9])[CH:12]=1)=[O:6], predict the reactants needed to synthesize it. The reactants are: [OH:1][CH2:2][C:3]([CH3:8])([CH3:7])[C:4]([OH:6])=O.[CH3:9][O:10][C:11]1[CH:12]=[C:13]([CH2:17][NH2:18])[CH:14]=[CH:15][CH:16]=1. (6) Given the product [C:15]([O:14][C:12]([NH:10][C@H:9]([CH2:8][O:7][C:6]1[CH:5]=[CH:4][C:3]([C:1]#[N:2])=[CH:20][CH:19]=1)[CH2:11][N:27]1[CH2:26][CH:25]2[CH2:21][N:22]([C:29]([O:31][CH2:32][C:33]3[CH:38]=[CH:37][CH:36]=[CH:35][CH:34]=3)=[O:30])[CH2:23][CH:24]2[CH2:28]1)=[O:13])([CH3:16])([CH3:17])[CH3:18], predict the reactants needed to synthesize it. The reactants are: [C:1]([C:3]1[CH:20]=[CH:19][C:6]([O:7][CH2:8][C@@H:9]2[CH2:11][N:10]2[C:12]([O:14][C:15]([CH3:18])([CH3:17])[CH3:16])=[O:13])=[CH:5][CH:4]=1)#[N:2].[CH2:21]1[CH:25]2[CH2:26][NH:27][CH2:28][CH:24]2[CH2:23][N:22]1[C:29]([O:31][CH2:32][C:33]1[CH:38]=[CH:37][CH:36]=[CH:35][CH:34]=1)=[O:30].